From a dataset of Forward reaction prediction with 1.9M reactions from USPTO patents (1976-2016). Predict the product of the given reaction. (1) Given the reactants [CH3:1][O:2][C:3](=[O:15])[CH2:4][C:5]1[CH:10]=[CH:9][C:8]([C:11]([CH3:14])([CH3:13])[CH3:12])=[CH:7][CH:6]=1.[CH3:16]I.[NH4+].[Cl-], predict the reaction product. The product is: [CH3:1][O:2][C:3](=[O:15])[CH:4]([C:5]1[CH:6]=[CH:7][C:8]([C:11]([CH3:12])([CH3:14])[CH3:13])=[CH:9][CH:10]=1)[CH3:16]. (2) Given the reactants [S:1]1[CH:5]=[CH:4][CH:3]=[C:2]1[C:6]([O:8][CH2:9][CH3:10])=[O:7].[Li+].CC([N-]C(C)C)C.[Cl:19][C:20]1[CH:34]=[CH:33][CH:32]=[CH:31][C:21]=1[C:22]([C:24]1[CH:29]=[CH:28][CH:27]=[CH:26][C:25]=1[Cl:30])=[O:23], predict the reaction product. The product is: [Cl:19][C:20]1[CH:34]=[CH:33][CH:32]=[CH:31][C:21]=1[C:22]([C:24]1[CH:29]=[CH:28][CH:27]=[CH:26][C:25]=1[Cl:30])([OH:23])[C:5]1[S:1][C:2]([C:6]([O:8][CH2:9][CH3:10])=[O:7])=[CH:3][CH:4]=1. (3) Given the reactants C([O:4][C:5]1[CH:10]=[CH:9][CH:8]=[CH:7][C:6]=1[Br:11])C=C.[C:12]1(C)[CH:17]=C(C)C=C(C)[CH:13]=1, predict the reaction product. The product is: [CH2:17]([C:10]1[CH:9]=[CH:8][CH:7]=[C:6]([Br:11])[C:5]=1[OH:4])[CH:12]=[CH2:13]. (4) Given the reactants [NH2:1][C:2]1[CH:3]=[C:4]([C:8]2[S:12][C:11]([C:13]3[CH:14]=[C:15]4[C:19](=[CH:20][CH:21]=3)[C:18](=[O:22])[N:17]([CH3:23])[CH2:16]4)=[CH:10][CH:9]=2)[CH:5]=[N:6][CH:7]=1.[F:24][C:25]1[CH:30]=[CH:29][C:28]([S:31](Cl)(=[O:33])=[O:32])=[C:27]([CH3:35])[CH:26]=1, predict the reaction product. The product is: [F:24][C:25]1[CH:30]=[CH:29][C:28]([S:31]([NH:1][C:2]2[CH:7]=[N:6][CH:5]=[C:4]([C:8]3[S:12][C:11]([C:13]4[CH:14]=[C:15]5[C:19](=[CH:20][CH:21]=4)[C:18](=[O:22])[N:17]([CH3:23])[CH2:16]5)=[CH:10][CH:9]=3)[CH:3]=2)(=[O:33])=[O:32])=[C:27]([CH3:35])[CH:26]=1. (5) Given the reactants [CH3:1][C:2]([CH3:21])([CH3:20])[C:3]([C:5]1[O:6][C:7]2[CH:17]=[CH:16][C:15]([O:18][CH3:19])=[CH:14][C:8]=2[C:9]=1[CH2:10][C:11]([OH:13])=O)=[O:4].C1C=CC2N(O)N=NC=2C=1.Cl.[CH2:33]([NH:35][CH2:36][CH2:37][C:38]([CH3:41])([CH3:40])[CH3:39])[CH3:34].CCN(C(C)C)C(C)C, predict the reaction product. The product is: [CH3:39][C:38]([CH3:41])([CH3:40])[CH2:37][CH2:36][N:35]([CH2:33][CH3:34])[C:11](=[O:13])[CH2:10][C:9]1[C:8]2[CH:14]=[C:15]([O:18][CH3:19])[CH:16]=[CH:17][C:7]=2[O:6][C:5]=1[C:3](=[O:4])[C:2]([CH3:1])([CH3:21])[CH3:20]. (6) The product is: [CH2:10]([O:9][CH2:8][C:6]1[CH:7]=[C:2]([C:15]2[CH:20]=[CH:19][C:18]([C:21]([CH3:26])([CH3:25])[C:22]([OH:24])=[O:23])=[CH:17][CH:16]=2)[CH:3]=[N:4][CH:5]=1)[CH3:11]. Given the reactants Br[C:2]1[CH:3]=[N:4][CH:5]=[C:6]([CH2:8][O:9][CH2:10][CH3:11])[CH:7]=1.B([C:15]1[CH:20]=[CH:19][C:18]([C:21]([CH3:26])([CH3:25])[C:22]([OH:24])=[O:23])=[CH:17][CH:16]=1)(O)O, predict the reaction product. (7) Given the reactants [Br:1][C:2]1[CH:3]=[C:4]2[C:9](=[CH:10][CH:11]=1)[C:8](=[O:12])[NH:7][C:6](=[O:13])[C:5]2=[CH:14]OC.[NH2:17][CH2:18][CH2:19][CH2:20][CH2:21][OH:22], predict the reaction product. The product is: [Br:1][C:2]1[CH:3]=[C:4]2[C:9](=[CH:10][CH:11]=1)[C:8](=[O:12])[NH:7][C:6](=[O:13])/[C:5]/2=[CH:14]\[NH:17][CH2:18][CH2:19][CH2:20][CH2:21][OH:22]. (8) The product is: [NH2:8][CH2:9][CH:10]=[CH:11][C:12]1[CH:13]=[CH:14][C:15]2[O:19][C:18](=[O:20])[NH:17][C:16]=2[CH:21]=1. Given the reactants C(OC([NH:8][CH2:9][CH:10]=[CH:11][C:12]1[CH:13]=[CH:14][C:15]2[O:19][C:18](=[O:20])[NH:17][C:16]=2[CH:21]=1)=O)(C)(C)C, predict the reaction product.